This data is from Forward reaction prediction with 1.9M reactions from USPTO patents (1976-2016). The task is: Predict the product of the given reaction. (1) Given the reactants [C:1]([O:5][C:6]([N:8]1[CH2:12][CH2:11][C@H:10]([OH:13])[C@H:9]1[C:14]([OH:16])=O)=[O:7])([CH3:4])([CH3:3])[CH3:2].CCN=C=N[CH2:22][CH2:23][CH2:24][N:25](C)C.C1C=CC2N(O)N=NC=2C=1.C1(N)CC1, predict the reaction product. The product is: [C:1]([O:5][C:6]([N:8]1[CH2:12][CH2:11][C@H:10]([OH:13])[C@H:9]1[C:14](=[O:16])[NH:25][CH:24]1[CH2:22][CH2:23]1)=[O:7])([CH3:2])([CH3:3])[CH3:4]. (2) Given the reactants Cl[C:2]1[C:3]2[C:4](=[N:8][N:9]([CH2:11][C:12]3[CH:17]=[N:16][C:15]([N:18]4[CH2:23][CH2:22][CH2:21][CH2:20][CH2:19]4)=[CH:14][N:13]=3)[CH:10]=2)[N:5]=[CH:6][N:7]=1.[NH2:24][CH2:25][C:26]1[C:27]([CH3:48])=[CH:28][C:29]([N:33](C(OC(C)(C)C)=O)C(=O)OC(C)(C)C)=[N:30][C:31]=1[CH3:32].CCN(C(C)C)C(C)C.O, predict the reaction product. The product is: [NH2:33][C:29]1[N:30]=[C:31]([CH3:32])[C:26]([CH2:25][NH:24][C:2]2[C:3]3[C:4](=[N:8][N:9]([CH2:11][C:12]4[CH:17]=[N:16][C:15]([N:18]5[CH2:23][CH2:22][CH2:21][CH2:20][CH2:19]5)=[CH:14][N:13]=4)[CH:10]=3)[N:5]=[CH:6][N:7]=2)=[C:27]([CH3:48])[CH:28]=1. (3) Given the reactants [Cl:1][C:2]1[CH:10]=[C:9]2[C:5]([C:6]([C:11]3[N:12]=[C:13]4[C:19]([C:20]([NH:22][CH:23]([CH3:25])[CH3:24])=[O:21])=[CH:18][N:17]([CH2:26][O:27][CH2:28][CH2:29][Si:30]([CH3:33])([CH3:32])[CH3:31])[C:14]4=[N:15][CH:16]=3)=[N:7][NH:8]2)=[CH:4][CH:3]=1.[H-].[Na+].[CH2:36](I)[CH3:37], predict the reaction product. The product is: [Cl:1][C:2]1[CH:10]=[C:9]2[C:5]([C:6]([C:11]3[N:12]=[C:13]4[C:19]([C:20]([NH:22][CH:23]([CH3:25])[CH3:24])=[O:21])=[CH:18][N:17]([CH2:26][O:27][CH2:28][CH2:29][Si:30]([CH3:31])([CH3:33])[CH3:32])[C:14]4=[N:15][CH:16]=3)=[N:7][N:8]2[CH2:36][CH3:37])=[CH:4][CH:3]=1. (4) Given the reactants [CH2:1]([N:3]1[CH2:8][CH2:7][N:6]([CH2:9][C:10]([O:12]CC)=[O:11])[CH2:5][CH2:4]1)[CH3:2], predict the reaction product. The product is: [CH2:1]([N:3]1[CH2:8][CH2:7][N:6]([CH2:9][C:10]([OH:12])=[O:11])[CH2:5][CH2:4]1)[CH3:2]. (5) Given the reactants [H-].[Na+].[C:3]([O:10][CH3:11])(=[O:9])[CH2:4][C:5]([O:7][CH3:8])=[O:6].F[C:13]1[CH:18]=[CH:17][C:16]([F:19])=[CH:15][C:14]=1[N+:20]([O-:22])=[O:21].Cl, predict the reaction product. The product is: [CH3:8][O:7][C:5](=[O:6])[CH:4]([C:13]1[CH:18]=[CH:17][C:16]([F:19])=[CH:15][C:14]=1[N+:20]([O-:22])=[O:21])[C:3]([O:10][CH3:11])=[O:9]. (6) Given the reactants [H-].[Na+].F[C:4]1[CH:9]=[CH:8][C:7]([N+:10]([O-:12])=[O:11])=[CH:6][CH:5]=1.[CH3:13][N:14]([CH:16]=[O:17])[CH3:15], predict the reaction product. The product is: [CH2:13]([N:14]1[CH2:15][CH2:8][CH2:7][CH2:6][CH:16]1[O:17][C:4]1[CH:9]=[CH:8][C:7]([N+:10]([O-:12])=[O:11])=[CH:6][CH:5]=1)[CH2:5][CH2:4][CH3:9]. (7) Given the reactants O[CH2:2][C@H:3]([NH2:8])[CH2:4][CH:5]([CH3:7])[CH3:6].COC(=O)[C@@H](CC(C)C)N.OCCN.[CH3:23][C:24]1[CH:29]=[CH:28][C:27]([N+:30]([O-:32])=[O:31])=[CH:26][C:25]=1[N:33]=[C:34]=[S:35], predict the reaction product. The product is: [CH3:23][C:24]1[CH:29]=[CH:28][C:27]([N+:30]([O-:32])=[O:31])=[CH:26][C:25]=1[N:33]=[C:34]1[NH:8][C@H:3]([CH2:4][CH:5]([CH3:7])[CH3:6])[CH2:2][S:35]1. (8) Given the reactants [CH2:1]([N:3]1[CH:7]=[C:6]([NH:8][C:9]2[N:10]=[CH:11][C:12]3[N:17]=[N:16][N:15]([C:18]4[CH:23]=[CH:22][C:21]([C:24]([OH:27])([CH3:26])[CH3:25])=[CH:20][CH:19]=4)[C:13]=3[N:14]=2)[CH:5]=[N:4]1)[CH3:2].[OH2:28].[C:29]1([CH3:39])C=CC(S(O)(=O)=O)=CC=1.O, predict the reaction product. The product is: [CH2:1]([N:3]1[CH:7]=[C:6]([NH:8][C:9]2[N:10]=[CH:11][C:12]3[N:17]=[N:16][N:15]([C:18]4[CH:23]=[CH:22][C:21]([C:24]([CH3:26])([O:27][CH2:39][CH2:29][OH:28])[CH3:25])=[CH:20][CH:19]=4)[C:13]=3[N:14]=2)[CH:5]=[N:4]1)[CH3:2].